From a dataset of Full USPTO retrosynthesis dataset with 1.9M reactions from patents (1976-2016). Predict the reactants needed to synthesize the given product. (1) Given the product [CH:33]1([NH:32][C:28]2[N:27]=[CH:26][N:25]=[C:24]3[C:29]=2[N:30]=[CH:31][N:23]3[CH:13]2[O:12][C@H:11]([CH2:10][OH:9])[C:15]([CH3:16])([OH:17])[C@:14]2([F:22])[CH3:21])[CH2:34][CH2:35][CH2:36][CH2:37][CH2:38][CH2:39]1, predict the reactants needed to synthesize it. The reactants are: C([O:9][CH2:10][C@@H:11]1[C:15]([O:17]C(=O)C)([CH3:16])[C@:14]([F:22])([CH3:21])[CH:13]([N:23]2[CH:31]=[N:30][C:29]3[C:24]2=[N:25][CH:26]=[N:27][C:28]=3[NH:32][CH:33]2[CH2:39][CH2:38][CH2:37][CH2:36][CH2:35][CH2:34]2)[O:12]1)(=O)C1C=CC=CC=1. (2) Given the product [C:17]([O:16][C:14]([N:9]1[CH2:10][CH2:11][O:12][CH2:13][CH:8]1[C:7]([OH:2])=[O:6])=[O:15])([CH3:20])([CH3:19])[CH3:18], predict the reactants needed to synthesize it. The reactants are: C([O-])(O)=[O:2].[Na+].[OH:6][CH2:7][CH:8]1[CH2:13][O:12][CH2:11][CH2:10][N:9]1[C:14]([O:16][C:17]([CH3:20])([CH3:19])[CH3:18])=[O:15].[Na+].[Br-].ClN1C(=O)N(Cl)C(=O)N(Cl)C1=O. (3) Given the product [F:10][C:11]1[CH:24]=[C:23]([F:25])[CH:22]=[CH:21][C:12]=1[O:13][C:14]1[CH:15]=[CH:16][C:17]([NH:18][S:4]([CH2:3][C:2]([F:9])([F:8])[F:1])(=[O:6])=[O:5])=[CH:19][CH:20]=1, predict the reactants needed to synthesize it. The reactants are: [F:1][C:2]([F:9])([F:8])[CH2:3][S:4](Cl)(=[O:6])=[O:5].[F:10][C:11]1[CH:24]=[C:23]([F:25])[CH:22]=[CH:21][C:12]=1[O:13][C:14]1[CH:20]=[CH:19][C:17]([NH2:18])=[CH:16][CH:15]=1. (4) Given the product [CH:1]1([C:7]2[C:8]3[CH:9]=[CH:10][C:11]([C:38]([O:37][CH3:35])=[O:39])=[CH:12][C:13]=3[N:14]3[CH2:20][CH:19]([N:21]([CH2:22][CH2:23][N:24]([CH3:26])[CH3:25])[CH3:41])[CH2:18][C:17]4[CH:27]=[CH:28][CH:29]=[CH:30][C:16]=4[C:15]=23)[CH2:2][CH2:3][CH2:4][CH2:5][CH2:6]1, predict the reactants needed to synthesize it. The reactants are: [CH:1]1([C:7]2[C:8]3[CH:9]=[CH:10][C:11](C(O)=O)=[CH:12][C:13]=3[N:14]3[CH2:20][CH:19]([NH:21][CH2:22][CH2:23][N:24]([CH3:26])[CH3:25])[CH2:18][C:17]4[CH:27]=[CH:28][CH:29]=[CH:30][C:16]=4[C:15]=23)[CH2:6][CH2:5][CH2:4][CH2:3][CH2:2]1.C[C:35]([OH:37])=O.[CH2:38]=[O:39].[BH3-][C:41]#N.[Na+].